From a dataset of Forward reaction prediction with 1.9M reactions from USPTO patents (1976-2016). Predict the product of the given reaction. (1) Given the reactants [N:1]1[C:10]2[C:5](=[CH:6][CH:7]=[CH:8][CH:9]=2)[CH:4]=[CH:3][C:2]=1[NH:11][CH2:12][CH2:13][CH2:14][NH2:15].[CH3:16][C:17]1[O:21][C:20]([CH:22]([CH3:26])[CH2:23][CH:24]=O)=[CH:19][CH:18]=1, predict the reaction product. The product is: [CH3:16][C:17]1[O:21][C:20]([CH:22]([CH3:26])[CH2:23][CH2:24][NH:15][CH2:14][CH2:13][CH2:12][NH:11][C:2]2[CH:3]=[CH:4][C:5]3[C:10](=[CH:9][CH:8]=[CH:7][CH:6]=3)[N:1]=2)=[CH:19][CH:18]=1. (2) Given the reactants [C:1]1([CH2:7]/[CH:8]=[CH:9]/[CH2:10][CH2:11][OH:12])[CH:6]=[CH:5][CH:4]=[CH:3][CH:2]=1.N1C=CC=CC=1.[C:19](Cl)(=[O:24])[C:20]([CH3:23])([CH3:22])[CH3:21], predict the reaction product. The product is: [C:19]([O:12][CH2:11][CH2:10]/[CH:9]=[CH:8]/[CH2:7][C:1]1[CH:6]=[CH:5][CH:4]=[CH:3][CH:2]=1)(=[O:24])[C:20]([CH3:23])([CH3:22])[CH3:21]. (3) The product is: [OH:8][C:9]1[CH:10]=[C:11]([C:20]2[CH:25]=[CH:24][CH:23]=[C:22]([CH2:26][N:27]([CH3:37])[C:28](=[O:36])[CH2:29][CH2:30][CH2:31][CH2:32][CH2:33][CH2:34][CH3:35])[CH:21]=2)[CH:12]=[CH:13][C:14]=1[CH2:15][CH2:16][C:17]([OH:19])=[O:18]. Given the reactants C([O:8][C:9]1[CH:10]=[C:11]([C:20]2[CH:25]=[CH:24][CH:23]=[C:22]([CH2:26][N:27]([CH3:37])[C:28](=[O:36])[CH2:29][CH2:30][CH2:31][CH2:32][CH2:33][CH2:34][CH3:35])[CH:21]=2)[CH:12]=[CH:13][C:14]=1[CH:15]=[CH:16][C:17]([OH:19])=[O:18])C1C=CC=CC=1.C(O)(=O)C, predict the reaction product. (4) Given the reactants [CH:1]1([CH2:4][CH2:5][O:6][C:7]2[CH:12]=[CH:11][C:10]([N:13]3[C:18](=[O:19])[C:17]4[NH:20][CH:21]=[CH:22][C:16]=4[NH:15][C:14]3=[S:23])=[CH:9][CH:8]=2)[CH2:3][CH2:2]1.Br[CH2:25][CH2:26][O:27][CH2:28][CH2:29][O:30][CH2:31][CH3:32].[I-].[Na+].C(=O)([O-])O.[Na+], predict the reaction product. The product is: [CH:1]1([CH2:4][CH2:5][O:6][C:7]2[CH:8]=[CH:9][C:10]([N:13]3[C:18](=[O:19])[C:17]4[NH:20][CH:21]=[CH:22][C:16]=4[N:15]=[C:14]3[S:23][CH2:25][CH2:26][O:27][CH2:28][CH2:29][O:30][CH2:31][CH3:32])=[CH:11][CH:12]=2)[CH2:3][CH2:2]1.